From a dataset of Catalyst prediction with 721,799 reactions and 888 catalyst types from USPTO. Predict which catalyst facilitates the given reaction. (1) Reactant: [C:1]1(=[C:11]2[C:19]3[C:14](=[CH:15][CH:16]=[CH:17][CH:18]=3)[C:13](=N)[NH:12]2)[C:9]2[C:4](=[CH:5][CH:6]=[CH:7][CH:8]=2)[C:3](=N)[NH:2]1.[CH3:21][C:22]1[CH2:26][C:25](=[O:27])[N:24]([C:28]2[CH:33]=[CH:32][CH:31]=[C:30]([C:34]([OH:36])=[O:35])[CH:29]=2)[N:23]=1.[C:37]([OH:40])(=[O:39])[CH3:38]. Product: [CH3:21][C:22]1[C:26](=[C:3]2[C:4]3[C:9](=[CH:8][CH:7]=[CH:6][CH:5]=3)[C:1](=[C:11]3[C:19]4[C:14](=[CH:15][CH:16]=[CH:17][CH:18]=4)[C:13](=[C:26]4[C:25](=[O:27])[N:24]([C:28]5[CH:29]=[CH:30][CH:31]=[C:38]([C:37]([OH:40])=[O:39])[CH:33]=5)[N:23]=[C:22]4[CH3:21])[NH:12]3)[NH:2]2)[C:25](=[O:27])[N:24]([C:28]2[CH:33]=[CH:32][CH:31]=[C:30]([C:34]([OH:36])=[O:35])[CH:29]=2)[N:23]=1. The catalyst class is: 37. (2) Reactant: C([NH:8][C:9]1[C:14]([CH3:15])=[CH:13][C:12]([O:16][CH3:17])=[C:11]([CH2:18][C:19]2[CH:24]=[CH:23][C:22]([CH:25]([CH3:27])[CH3:26])=[CH:21][CH:20]=2)[C:10]=1[CH3:28])C1C=CC=CC=1. Product: [CH:25]([C:22]1[CH:23]=[CH:24][C:19]([CH2:18][C:11]2[C:10]([CH3:28])=[C:9]([NH2:8])[C:14]([CH3:15])=[CH:13][C:12]=2[O:16][CH3:17])=[CH:20][CH:21]=1)([CH3:27])[CH3:26]. The catalyst class is: 175.